This data is from NCI-60 drug combinations with 297,098 pairs across 59 cell lines. The task is: Regression. Given two drug SMILES strings and cell line genomic features, predict the synergy score measuring deviation from expected non-interaction effect. Synergy scores: CSS=5.21, Synergy_ZIP=0.0709, Synergy_Bliss=3.74, Synergy_Loewe=1.45, Synergy_HSA=1.71. Drug 1: CCCS(=O)(=O)NC1=C(C(=C(C=C1)F)C(=O)C2=CNC3=C2C=C(C=N3)C4=CC=C(C=C4)Cl)F. Cell line: MDA-MB-231. Drug 2: C1C(C(OC1N2C=NC3=C2NC=NCC3O)CO)O.